Dataset: Catalyst prediction with 721,799 reactions and 888 catalyst types from USPTO. Task: Predict which catalyst facilitates the given reaction. (1) Reactant: O1[C:5]2([CH2:10][CH2:9][CH:8]([C:11]3[CH:16]=[CH:15][C:14]([C:17]4[O:18][CH2:19][C:20](C)(C)N=4)=[CH:13][CH:12]=3)[CH2:7][CH2:6]2)[O:4]CC1.S(=O)(=O)(O)[OH:25]. Product: [O:4]=[C:5]1[CH2:10][CH2:9][CH:8]([C:11]2[CH:16]=[CH:15][C:14]([C:17]([O:18][CH2:19][CH3:20])=[O:25])=[CH:13][CH:12]=2)[CH2:7][CH2:6]1. The catalyst class is: 8. (2) Reactant: [CH3:1][S:2][C:3]1[NH:4][C:5](=[O:36])[C:6]2[C:11]([C:12]3[CH:17]=[CH:16][CH:15]=[CH:14][CH:13]=3)=[C:10]([C:18]3[CH:23]=[CH:22][C:21]([C:24]4([NH:28][C:29](=[O:35])[O:30][C:31]([CH3:34])([CH3:33])[CH3:32])[CH2:27][CH2:26][CH2:25]4)=[CH:20][CH:19]=3)[O:9][C:7]=2[N:8]=1.C(=O)([O-])[O-].[K+].[K+].[CH2:43](I)[CH3:44]. Product: [CH2:43]([N:4]1[C:5](=[O:36])[C:6]2[C:11]([C:12]3[CH:13]=[CH:14][CH:15]=[CH:16][CH:17]=3)=[C:10]([C:18]3[CH:23]=[CH:22][C:21]([C:24]4([NH:28][C:29](=[O:35])[O:30][C:31]([CH3:33])([CH3:32])[CH3:34])[CH2:25][CH2:26][CH2:27]4)=[CH:20][CH:19]=3)[O:9][C:7]=2[N:8]=[C:3]1[S:2][CH3:1])[CH3:44]. The catalyst class is: 18. (3) Reactant: [N+:1]([C:4]1[CH:12]=[C:11]2[C:7]([C:8]([CH3:15])([CH3:14])[CH2:9][C:10]2=O)=[CH:6][CH:5]=1)([O-:3])=[O:2].Cl.[NH:17]([C:19]1[CH:27]=[CH:26][CH:25]=[CH:24][C:20]=1[C:21]([OH:23])=[O:22])N. Product: [CH3:14][C:8]1([CH3:15])[C:9]2[C:27]3[C:19](=[C:20]([C:21]([OH:23])=[O:22])[CH:24]=[CH:25][CH:26]=3)[NH:17][C:10]=2[C:11]2[C:7]1=[CH:6][CH:5]=[C:4]([N+:1]([O-:3])=[O:2])[CH:12]=2. The catalyst class is: 106. (4) Reactant: [CH3:1][C:2]1([CH3:27])[O:6][C@@H:5]([C@H:7]([CH2:22][CH:23]([CH3:25])[CH3:24])[C:8]([O:10]C2C(F)=C(F)C(F)=C(F)C=2F)=O)[C:4](=[O:26])[O:3]1.ONC(=O)[C@@H](O)[C@@H](C(N1CCN(C2C=CC=CN=2)CC1)=O)CC(C)C.C(N(CC)CC)C.[CH3:60][C@H:61]1[NH:66][CH2:65][CH2:64][N:63]([C:67]2[CH:72]=[C:71]([C:73]([F:76])([F:75])[F:74])[CH:70]=[CH:69][N:68]=2)[CH2:62]1. Product: [CH3:27][C:2]1([CH3:1])[O:3][C:4](=[O:26])[C@H:5]([C@@H:7]([C:8]([N:66]2[CH2:65][CH2:64][N:63]([C:67]3[CH:72]=[C:71]([C:73]([F:76])([F:74])[F:75])[CH:70]=[CH:69][N:68]=3)[CH2:62][C@H:61]2[CH3:60])=[O:10])[CH2:22][CH:23]([CH3:24])[CH3:25])[O:6]1. The catalyst class is: 3. (5) Reactant: [NH2:1][C:2]1[CH:3]=[C:4]([C:8](=[NH:11])[NH:9][OH:10])[CH:5]=[CH:6][CH:7]=1.[H-].[Na+].[C:14](OC)(=O)[CH3:15].O. Product: [CH3:14][C:15]1[O:10][N:9]=[C:8]([C:4]2[CH:3]=[C:2]([CH:7]=[CH:6][CH:5]=2)[NH2:1])[N:11]=1. The catalyst class is: 7. (6) Reactant: [F:1][C:2]1[C:7]2[N:8]=[C:9]([CH2:11][C:12]3[C:20]4[C:15](=[CH:16][CH:17]=[CH:18][CH:19]=4)[N:14]([CH2:21][C:22]([O:24]CC)=[O:23])[CH:13]=3)[S:10][C:6]=2[C:5]([F:27])=[CH:4][C:3]=1[F:28].[OH-].[Na+].Cl. Product: [F:1][C:2]1[C:7]2[N:8]=[C:9]([CH2:11][C:12]3[C:20]4[C:15](=[CH:16][CH:17]=[CH:18][CH:19]=4)[N:14]([CH2:21][C:22]([OH:24])=[O:23])[CH:13]=3)[S:10][C:6]=2[C:5]([F:27])=[CH:4][C:3]=1[F:28]. The catalyst class is: 57. (7) Reactant: CO[CH:3]1[CH2:7][CH2:6][CH:5](OC)O1.Cl.ClC1C=CN=CC=1.[NH2:18][C:19]1[C:24]2[O:25][C:26]3[CH:35]=[CH:34][C:33]([C:36]([OH:38])=[O:37])=[CH:32][C:27]=3[S:28](=[O:31])(=[O:30])[CH2:29][C:23]=2[CH:22]=[CH:21][CH:20]=1. Product: [O:30]=[S:28]1(=[O:31])[C:27]2[CH:32]=[C:33]([C:36]([OH:38])=[O:37])[CH:34]=[CH:35][C:26]=2[O:25][C:24]2[C:19]([N:18]3[CH:3]=[CH:7][CH:6]=[CH:5]3)=[CH:20][CH:21]=[CH:22][C:23]=2[CH2:29]1. The catalyst class is: 12. (8) Reactant: [NH2:1][C:2]1[CH:3]=[C:4]([CH:22]=[C:23]([Cl:26])[C:24]=1[F:25])[C:5]([NH:7][CH2:8][C:9]1[CH:14]=[CH:13][C:12]([C:15]#[N:16])=[CH:11][C:10]=1[O:17][CH2:18][C:19](=[O:21])[NH2:20])=[O:6].N1C=CC=CC=1.[CH3:33][S:34](Cl)(=[O:36])=[O:35]. Product: [C:19]([CH2:18][O:17][C:10]1[CH:11]=[C:12]([C:15]#[N:16])[CH:13]=[CH:14][C:9]=1[CH2:8][NH:7][C:5](=[O:6])[C:4]1[CH:3]=[C:2]([NH:1][S:34]([CH3:33])(=[O:36])=[O:35])[C:24]([F:25])=[C:23]([Cl:26])[CH:22]=1)(=[O:21])[NH2:20]. The catalyst class is: 4. (9) Reactant: [NH2:1][C:2]1[CH:7]=[CH:6][C:5]([Cl:8])=[CH:4][N:3]=1.[Cl:9][CH2:10][C:11](Cl)=[O:12]. Product: [ClH:8].[Cl:9][CH2:10][C:11]([NH:1][C:2]1[CH:7]=[CH:6][C:5]([Cl:8])=[CH:4][N:3]=1)=[O:12]. The catalyst class is: 13. (10) Reactant: [CH2:1]([O:3][C:4]([C:6]1[N:7]([C:26]2[CH:31]=[CH:30][C:29]([O:32][CH:33]([CH3:35])[CH3:34])=[CH:28][CH:27]=2)[C:8]2[C:13]([C:14]=1Br)=[CH:12][C:11]([C:16]1[CH:21]=[CH:20][C:19]([O:22][CH:23]([CH3:25])[CH3:24])=[CH:18][CH:17]=1)=[CH:10][CH:9]=2)=[O:5])[CH3:2].[C:36]1([CH2:42][CH2:43][CH2:44][NH2:45])[CH:41]=[CH:40][CH:39]=[CH:38][CH:37]=1.C1C=CC(P(C2C(C3C(P(C4C=CC=CC=4)C4C=CC=CC=4)=CC=C4C=3C=CC=C4)=C3C(C=CC=C3)=CC=2)C2C=CC=CC=2)=CC=1.C([O-])([O-])=O.[Cs+].[Cs+]. Product: [CH2:1]([O:3][C:4]([C:6]1[N:7]([C:26]2[CH:31]=[CH:30][C:29]([O:32][CH:33]([CH3:35])[CH3:34])=[CH:28][CH:27]=2)[C:8]2[C:13]([C:14]=1[NH:45][CH2:44][CH2:43][CH2:42][C:36]1[CH:41]=[CH:40][CH:39]=[CH:38][CH:37]=1)=[CH:12][C:11]([C:16]1[CH:21]=[CH:20][C:19]([O:22][CH:23]([CH3:25])[CH3:24])=[CH:18][CH:17]=1)=[CH:10][CH:9]=2)=[O:5])[CH3:2]. The catalyst class is: 491.